Task: Predict the reaction yield, written as a fraction of the theoretical maximum amount of product (1.0 means a 100% yield; for example, 0.34 means a 34% yield).. Dataset: Reaction yield outcomes from USPTO patents with 853,638 reactions (1) The reactants are [H-].[Na+].[N+:3]([C:6]1[CH:7]=[C:8]2[C:12](=[CH:13][CH:14]=1)[NH:11][N:10]=[CH:9]2)([O-:5])=[O:4].[CH3:15]I. The catalyst is CN(C)C=O. The product is [CH3:15][N:11]1[C:12]2[C:8](=[CH:7][C:6]([N+:3]([O-:5])=[O:4])=[CH:14][CH:13]=2)[CH:9]=[N:10]1. The yield is 0.830. (2) The reactants are [N:1]([C:4]1[CH:9]=[CH:8][C:7]([N:10]2[CH2:15][CH2:14][N:13]([CH3:16])[CH2:12][CH2:11]2)=[CH:6][CH:5]=1)=[C:2]=[S:3].[N:17]#[C:18][NH2:19].CC(C)([O-])C.[K+].Br[CH2:27][C:28]([C:30]1[CH:35]=[CH:34][C:33]([Cl:36])=[C:32]([N+:37]([O-:39])=[O:38])[CH:31]=1)=[O:29]. The catalyst is C(#N)C.O. The product is [NH2:17][C:18]1[N:19]=[C:2]([NH:1][C:4]2[CH:5]=[CH:6][C:7]([N:10]3[CH2:11][CH2:12][N:13]([CH3:16])[CH2:14][CH2:15]3)=[CH:8][CH:9]=2)[S:3][C:27]=1[C:28]([C:30]1[CH:35]=[CH:34][C:33]([Cl:36])=[C:32]([N+:37]([O-:39])=[O:38])[CH:31]=1)=[O:29]. The yield is 0.450. (3) The reactants are [CH3:1][S:2]([C:4]1[CH:5]=[C:6]([CH:11]=[CH:12][CH:13]=1)[C:7]([O:9][CH3:10])=[O:8])=[O:3].[F:14][C:15]([F:20])([F:19])[C:16]([NH2:18])=[O:17].C(OC1C(OC(=O)C)=C(I)C=CC=1)(=O)C. The catalyst is C(Cl)Cl.CC([O-])=O.CC([O-])=O.CC([O-])=O.CC([O-])=O.[Rh+2].[Rh+2]. The product is [CH3:1][S:2]([C:4]1[CH:5]=[C:6]([CH:11]=[CH:12][CH:13]=1)[C:7]([O:9][CH3:10])=[O:8])(=[N:18][C:16](=[O:17])[C:15]([F:20])([F:19])[F:14])=[O:3]. The yield is 0.900. (4) The reactants are [CH3:1][C:2]1[C:6]([C:7]([C:9]2[S:10][CH:11]=[CH:12][CH:13]=2)=O)=[CH:5][O:4][N:3]=1.Cl.[NH2:15][OH:16]. The catalyst is N1C=CC=CC=1. The product is [OH:16][N:15]=[C:7]([C:6]1[C:2]([CH3:1])=[N:3][O:4][CH:5]=1)[C:9]1[S:10][CH:11]=[CH:12][CH:13]=1. The yield is 0.990. (5) The reactants are [CH2:1]([O:8][C:9]1[C:10]([C:30]([O:32][C:33]([CH3:36])([CH3:35])[CH3:34])=[O:31])=[N:11][C:12]([CH2:16][CH:17]2[CH2:22][CH2:21][N:20]([C:23]3[CH:28]=[CH:27][C:26](Br)=[CH:25][N:24]=3)[CH2:19][CH2:18]2)=[N:13][C:14]=1[CH3:15])[C:2]1[CH:7]=[CH:6][CH:5]=[CH:4][CH:3]=1.[Br-].[N:38]1[CH:43]=[CH:42][CH:41]=[CH:40][C:39]=1[Zn+]. The catalyst is O1CCCC1.C1C=CC([P]([Pd]([P](C2C=CC=CC=2)(C2C=CC=CC=2)C2C=CC=CC=2)([P](C2C=CC=CC=2)(C2C=CC=CC=2)C2C=CC=CC=2)[P](C2C=CC=CC=2)(C2C=CC=CC=2)C2C=CC=CC=2)(C2C=CC=CC=2)C2C=CC=CC=2)=CC=1. The product is [CH2:1]([O:8][C:9]1[C:10]([C:30]([O:32][C:33]([CH3:36])([CH3:35])[CH3:34])=[O:31])=[N:11][C:12]([CH2:16][CH:17]2[CH2:22][CH2:21][N:20]([C:23]3[N:24]=[CH:25][C:26]([C:39]4[CH:40]=[CH:41][CH:42]=[CH:43][N:38]=4)=[CH:27][CH:28]=3)[CH2:19][CH2:18]2)=[N:13][C:14]=1[CH3:15])[C:2]1[CH:7]=[CH:6][CH:5]=[CH:4][CH:3]=1. The yield is 1.00. (6) The reactants are C([O-])(=O)C.[K+].[B:15]1([B:15]2[O:19][C:18]([CH3:21])([CH3:20])[C:17]([CH3:23])([CH3:22])[O:16]2)[O:19][C:18]([CH3:21])([CH3:20])[C:17]([CH3:23])([CH3:22])[O:16]1.Br[C:25]1[CH:26]=[CH:27][C:28]([O:36][CH3:37])=[C:29]([NH:31][S:32]([CH3:35])(=[O:34])=[O:33])[CH:30]=1.C(Cl)Cl. The catalyst is O1CCOCC1. The product is [CH3:37][O:36][C:28]1[CH:27]=[CH:26][C:25]([B:15]2[O:16][C:17]([CH3:22])([CH3:23])[C:18]([CH3:20])([CH3:21])[O:19]2)=[CH:30][C:29]=1[NH:31][S:32]([CH3:35])(=[O:34])=[O:33]. The yield is 0.710. (7) The product is [Cl:1][C:2]1[CH:7]=[CH:6][C:5]([C:8]2[CH:9]=[N:10][C:11]([CH:14]3[CH2:15][CH2:16][N:17]([CH3:20])[CH2:18][CH2:19]3)=[N:12][CH:13]=2)=[CH:4][CH:3]=1. The reactants are [Cl:1][C:2]1[CH:7]=[CH:6][C:5]([C:8]2[CH:9]=[N:10][C:11]([C:14]3[CH2:15][CH2:16][N:17]([CH3:20])[CH2:18][CH:19]=3)=[N:12][CH:13]=2)=[CH:4][CH:3]=1.CO.C(O)(=O)C. The yield is 0.450. The catalyst is C(OCC)(=O)C.[Pt](=O)=O. (8) The yield is 0.770. The product is [F:1][C:2]1[CH:7]=[CH:6][CH:5]=[CH:4][C:3]=1[C:8]1[CH:9]=[C:10]([N:17]2[CH2:22][CH2:21][N:20]([CH3:23])[CH2:19][CH2:18]2)[CH:11]=[CH:12][C:13]=1[NH:14][C:31]([C:29]1[O:30][C:26]([C:24]#[N:25])=[CH:27][CH:28]=1)=[O:32]. The catalyst is [Pd].CO.ClCCl.CN(C=O)C. The reactants are [F:1][C:2]1[CH:7]=[CH:6][CH:5]=[CH:4][C:3]=1[C:8]1[C:13]([N+:14]([O-])=O)=[CH:12][CH:11]=[C:10]([N:17]2[CH2:22][CH2:21][N:20]([CH3:23])[CH2:19][CH2:18]2)[CH:9]=1.[C:24]([C:26]1[O:30][C:29]([C:31](O)=[O:32])=[CH:28][CH:27]=1)#[N:25].C(Cl)(=O)C(Cl)=O.CCN(C(C)C)C(C)C. (9) The reactants are [N+:1]([C:4]1[CH:12]=[C:7]2[CH2:8][NH:9][CH2:10][CH2:11][N:6]2[N:5]=1)([O-:3])=[O:2].[O:13]1[CH2:16][C:15](=O)[CH2:14]1.[BH3-]C#N.[Na+].O. The catalyst is CO.[Cl-].[Zn+2].[Cl-]. The product is [N+:1]([C:4]1[CH:12]=[C:7]2[CH2:8][N:9]([CH:15]3[CH2:16][O:13][CH2:14]3)[CH2:10][CH2:11][N:6]2[N:5]=1)([O-:3])=[O:2]. The yield is 0.640. (10) The reactants are [CH3:1][O:2][C:3]1[CH:4]=[C:5]([C:9]2[C:10]([N:18]3[CH2:23][CH2:22][NH:21][CH2:20][CH2:19]3)=[C:11]3[CH:17]=[CH:16][NH:15][C:12]3=[N:13][CH:14]=2)[CH:6]=[CH:7][CH:8]=1.[C:24]([O:28][C:29]([NH:31][C@H:32]([CH2:36][C:37]1[CH:42]=[CH:41][C:40]([Cl:43])=[CH:39][CH:38]=1)[C:33](O)=[O:34])=[O:30])([CH3:27])([CH3:26])[CH3:25].C1C=CC2N(O)N=NC=2C=1.O.CCN=C=NCCCN(C)C.CCN(C(C)C)C(C)C. The catalyst is C(Cl)Cl. The product is [Cl:43][C:40]1[CH:41]=[CH:42][C:37]([CH2:36][C@@H:32]([NH:31][C:29](=[O:30])[O:28][C:24]([CH3:26])([CH3:25])[CH3:27])[C:33]([N:21]2[CH2:22][CH2:23][N:18]([C:10]3[C:9]([C:5]4[CH:6]=[CH:7][CH:8]=[C:3]([O:2][CH3:1])[CH:4]=4)=[CH:14][N:13]=[C:12]4[NH:15][CH:16]=[CH:17][C:11]=34)[CH2:19][CH2:20]2)=[O:34])=[CH:38][CH:39]=1. The yield is 0.546.